This data is from Reaction yield outcomes from USPTO patents with 853,638 reactions. The task is: Predict the reaction yield, written as a fraction of the theoretical maximum amount of product (1.0 means a 100% yield; for example, 0.34 means a 34% yield). (1) The reactants are [NH2:1][C:2]1[CH:3]=[C:4]([CH:7]=[CH:8][C:9]=1Cl)[C:5]#[N:6].[K+].C(O[C:15]([S-:17])=[S:16])C.Cl. The catalyst is CN(C=O)C. The product is [SH:17][C:15]1[S:16][C:9]2[CH:8]=[CH:7][C:4]([C:5]#[N:6])=[CH:3][C:2]=2[N:1]=1. The yield is 0.490. (2) The product is [C:13]([O:12][C:10](=[O:11])[NH:7][CH2:6][C:5]1[CH:8]=[CH:9][C:2]([NH2:1])=[CH:3][CH:4]=1)([CH3:16])([CH3:15])[CH3:14]. The reactants are [NH2:1][C:2]1[CH:9]=[CH:8][C:5]([CH2:6][NH2:7])=[CH:4][CH:3]=1.[C:10](O[C:10]([O:12][C:13]([CH3:16])([CH3:15])[CH3:14])=[O:11])([O:12][C:13]([CH3:16])([CH3:15])[CH3:14])=[O:11]. The yield is 0.830. The catalyst is CO. (3) The product is [Cl:2][C:3]1[CH:23]=[CH:22][C:6]([O:7][C:8]2[CH:21]=[CH:20][C:11]([O:12][CH2:13][C@@H:14]3[CH2:19][CH2:18][CH2:17][CH2:16][N:15]3[CH2:31][C:29]3[O:28][N:27]=[CH:26][N:30]=3)=[CH:10][CH:9]=2)=[CH:5][CH:4]=1. The reactants are Cl.[Cl:2][C:3]1[CH:23]=[CH:22][C:6]([O:7][C:8]2[CH:21]=[CH:20][C:11]([O:12][CH2:13][C@@H:14]3[CH2:19][CH2:18][CH2:17][CH2:16][NH:15]3)=[CH:10][CH:9]=2)=[CH:5][CH:4]=1.ClC[C:26]1[N:30]=[CH:29][O:28][N:27]=1.[C:31](=O)([O-])[O-].[K+].[K+]. The yield is 0.510. The catalyst is CN(C=O)C. (4) The reactants are Br[C:2]1[CH:11]=[CH:10][C:5]([C:6]([O:8][CH3:9])=[O:7])=[CH:4][C:3]=1[O:12][CH2:13][CH2:14][C:15]([F:18])([F:17])[F:16].[CH:19]1([C:22]([CH:26]2[CH2:28][CH2:27]2)([OH:25])[C:23]#[CH:24])[CH2:21][CH2:20]1.C(N(CC)CC)C.O. The catalyst is CN(C)C=O.[Cu]I.C1C=CC([P]([Pd]([P](C2C=CC=CC=2)(C2C=CC=CC=2)C2C=CC=CC=2)([P](C2C=CC=CC=2)(C2C=CC=CC=2)C2C=CC=CC=2)[P](C2C=CC=CC=2)(C2C=CC=CC=2)C2C=CC=CC=2)(C2C=CC=CC=2)C2C=CC=CC=2)=CC=1.C(OCC)(=O)C. The product is [CH:19]1([C:22]([CH:26]2[CH2:28][CH2:27]2)([OH:25])[C:23]#[C:24][C:2]2[CH:11]=[CH:10][C:5]([C:6]([O:8][CH3:9])=[O:7])=[CH:4][C:3]=2[O:12][CH2:13][CH2:14][C:15]([F:18])([F:17])[F:16])[CH2:21][CH2:20]1. The yield is 1.00.